From a dataset of Forward reaction prediction with 1.9M reactions from USPTO patents (1976-2016). Predict the product of the given reaction. Given the reactants C([O:3][C:4](=[O:35])[CH2:5][O:6][C:7]1[C:33]([CH3:34])=[CH:32][C:10]2[C:11]([CH2:14][CH2:15][C:16]3[S:17][C:18]4[CH:27]=[C:26]([C:28]([F:31])([F:30])[F:29])[CH:25]=[CH:24][C:19]=4[C:20]=3[CH:21]([CH3:23])[CH3:22])=[N:12][O:13][C:9]=2[CH:8]=1)C.[OH-].[Na+].Cl, predict the reaction product. The product is: [CH:21]([C:20]1[C:19]2[CH:24]=[CH:25][C:26]([C:28]([F:30])([F:29])[F:31])=[CH:27][C:18]=2[S:17][C:16]=1[CH2:15][CH2:14][C:11]1[C:10]2[CH:32]=[C:33]([CH3:34])[C:7]([O:6][CH2:5][C:4]([OH:35])=[O:3])=[CH:8][C:9]=2[O:13][N:12]=1)([CH3:23])[CH3:22].